Task: Predict which catalyst facilitates the given reaction.. Dataset: Catalyst prediction with 721,799 reactions and 888 catalyst types from USPTO (1) Reactant: [N:1]1[NH:2][N:3]=[N:4][C:5]=1[C:6]1[C:7]([NH2:13])=[N:8][C:9]([NH2:12])=[CH:10][CH:11]=1.[CH2:14]([O:21][C:22]1[CH:29]=[CH:28][C:25]([CH2:26]Cl)=[CH:24][CH:23]=1)[C:15]1[CH:20]=[CH:19][CH:18]=[CH:17][CH:16]=1.[I-].[Na+].[H-].[Na+]. Product: [CH2:14]([O:21][C:22]1[CH:23]=[CH:24][C:25]([CH2:26][N:3]2[N:2]=[N:1][C:5]([C:6]3[C:7]([NH2:13])=[N:8][C:9]([NH2:12])=[CH:10][CH:11]=3)=[N:4]2)=[CH:28][CH:29]=1)[C:15]1[CH:16]=[CH:17][CH:18]=[CH:19][CH:20]=1. The catalyst class is: 136. (2) Reactant: [C:1]([C:3]1[CH:8]=[CH:7][C:6]([C:9]2[CH:14]=[CH:13][C:12]([C:15](=[O:22])[CH2:16][CH2:17][C:18]([O:20]C)=[O:19])=[CH:11][CH:10]=2)=[CH:5][CH:4]=1)#[N:2].[OH-].[Na+]. Product: [C:1]([C:3]1[CH:4]=[CH:5][C:6]([C:9]2[CH:14]=[CH:13][C:12]([C:15](=[O:22])[CH2:16][CH2:17][C:18]([OH:20])=[O:19])=[CH:11][CH:10]=2)=[CH:7][CH:8]=1)#[N:2]. The catalyst class is: 7. (3) Reactant: [C:1]1([C:10]2[CH:15]=[CH:14][CH:13]=[CH:12][CH:11]=2)[CH:6]=[CH:5][C:4]([C:7]([OH:9])=O)=[CH:3][CH:2]=1.C(N(CC)C(C)C)(C)C.[Cl:25][C:26]1[CH:27]=[C:28]([CH:30]=[CH:31][C:32]=1[F:33])[NH2:29]. Product: [Cl:25][C:26]1[CH:27]=[C:28]([NH:29][C:7]([C:4]2[CH:3]=[CH:2][C:1]([C:10]3[CH:15]=[CH:14][CH:13]=[CH:12][CH:11]=3)=[CH:6][CH:5]=2)=[O:9])[CH:30]=[CH:31][C:32]=1[F:33]. The catalyst class is: 2. (4) Reactant: [N:1]1([C:7]2[CH:12]=[CH:11][C:10]([NH:13][C:14]([C:16]3[CH:25]=[C:24]([O:26]COCC[Si](C)(C)C)[C:23]4[C:18](=[C:19]([N:37]5[CH2:43][CH2:42][CH2:41][N:40]([CH3:44])[CH2:39][CH2:38]5)[CH:20]=[C:21]([O:35][CH3:36])[CH:22]=4)[N:17]=3)=[O:15])=[CH:9][CH:8]=2)[CH2:6][CH2:5][O:4][CH2:3][CH2:2]1.Cl.[OH-].[Na+]. Product: [N:1]1([C:7]2[CH:8]=[CH:9][C:10]([NH:13][C:14]([C:16]3[NH:17][C:18]4[C:23]([C:24](=[O:26])[CH:25]=3)=[CH:22][C:21]([O:35][CH3:36])=[CH:20][C:19]=4[N:37]3[CH2:43][CH2:42][CH2:41][N:40]([CH3:44])[CH2:39][CH2:38]3)=[O:15])=[CH:11][CH:12]=2)[CH2:6][CH2:5][O:4][CH2:3][CH2:2]1. The catalyst class is: 5. (5) Reactant: Br[CH2:2][C:3]1[C:4](=[O:24])[O:5][C:6]2[C:11]([C:12]=1[CH2:13][CH2:14][OH:15])=[CH:10][CH:9]=[C:8]([O:16][Si:17]([C:20]([CH3:23])([CH3:22])[CH3:21])([CH3:19])[CH3:18])[CH:7]=2.[Li+].C[Si]([N-][Si](C)(C)C)(C)C. Product: [C:20]([Si:17]([CH3:19])([CH3:18])[O:16][C:8]1[CH:9]=[CH:10][C:11]2[C:12]3[CH2:13][CH2:14][O:15][CH2:2][C:3]=3[C:4](=[O:24])[O:5][C:6]=2[CH:7]=1)([CH3:22])([CH3:21])[CH3:23]. The catalyst class is: 1.